This data is from Forward reaction prediction with 1.9M reactions from USPTO patents (1976-2016). The task is: Predict the product of the given reaction. (1) Given the reactants [Cl:1][C:2]1[C:7]([Cl:8])=[CH:6][CH:5]=[CH:4][C:3]=1[O:9][C@H:10]1[CH2:13][C@H:12]([NH:14][C:15]([C:17]2[C:18]3[N:19]([CH:28]=[CH:29][N:30]=3)[C:20]([CH2:23][O:24]COC)=[CH:21][CH:22]=2)=[O:16])[CH2:11]1.Cl, predict the reaction product. The product is: [Cl:1][C:2]1[C:7]([Cl:8])=[CH:6][CH:5]=[CH:4][C:3]=1[O:9][C@H:10]1[CH2:13][C@H:12]([NH:14][C:15]([C:17]2[C:18]3[N:19]([CH:28]=[CH:29][N:30]=3)[C:20]([CH2:23][OH:24])=[CH:21][CH:22]=2)=[O:16])[CH2:11]1. (2) Given the reactants [NH2:1][CH2:2][C:3]1[C:8]([CH2:9][CH3:10])=[N:7][C:6]2[N:11]([CH2:14][CH3:15])[N:12]=[CH:13][C:5]=2[C:4]=1[NH:16][CH:17]1[CH2:22][CH2:21][O:20][CH2:19][CH2:18]1.[N+:23]([C:26]1[CH:34]=[CH:33][C:29]([C:30](Cl)=[O:31])=[CH:28][CH:27]=1)([O-:25])=[O:24].CCN(C(C)C)C(C)C, predict the reaction product. The product is: [CH2:14]([N:11]1[C:6]2=[N:7][C:8]([CH2:9][CH3:10])=[C:3]([CH2:2][NH:1][C:30](=[O:31])[C:29]3[CH:28]=[CH:27][C:26]([N+:23]([O-:25])=[O:24])=[CH:34][CH:33]=3)[C:4]([NH:16][CH:17]3[CH2:18][CH2:19][O:20][CH2:21][CH2:22]3)=[C:5]2[CH:13]=[N:12]1)[CH3:15]. (3) Given the reactants [CH:1]1[CH:6]=[CH:5][C:4]([C:7]([C:9]2[CH:14]=[CH:13][C:12]([C:15]([OH:17])=O)=[CH:11][CH:10]=2)=[O:8])=[CH:3][CH:2]=1.Cl.CN(C)CCCN=C=NCC.C(N(C(C)C)C(C)C)C.[NH2:39][C:40]([CH3:55])([CH2:43][O:44][C:45]1[CH:50]=[CH:49][CH:48]=[CH:47][C:46]=1[C:51]([F:54])([F:53])[F:52])[C:41]#[N:42], predict the reaction product. The product is: [C:7]([C:9]1[CH:10]=[CH:11][C:12]([C:15]([NH:39][C:40]([C:41]#[N:42])([CH3:55])[CH2:43][O:44][C:45]2[CH:50]=[CH:49][CH:48]=[CH:47][C:46]=2[C:51]([F:53])([F:54])[F:52])=[O:17])=[CH:13][CH:14]=1)(=[O:8])[C:4]1[CH:3]=[CH:2][CH:1]=[CH:6][CH:5]=1. (4) The product is: [CH2:16]([N:18]([CH2:19][CH2:20][OH:21])[C:9](=[O:10])[O:11][C:12]([CH3:13])([CH3:14])[CH3:15])[CH3:17]. Given the reactants [C:9](O[C:9]([O:11][C:12]([CH3:15])([CH3:14])[CH3:13])=[O:10])([O:11][C:12]([CH3:15])([CH3:14])[CH3:13])=[O:10].[CH2:16]([NH:18][CH2:19][CH2:20][OH:21])[CH3:17], predict the reaction product. (5) The product is: [NH2:5][C:4]1[C:3]2[C:2](=[CH:9][CH:8]=[CH:7][C:6]=2[O:10][C:11]2[CH:16]=[CH:15][CH:14]=[CH:13][CH:12]=2)[N:26]=[C:18]([C:19]2[CH:24]=[CH:23][CH:22]=[CH:21][CH:20]=2)[N:25]=1. Given the reactants F[C:2]1[CH:9]=[CH:8][CH:7]=[C:6]([O:10][C:11]2[CH:16]=[CH:15][CH:14]=[CH:13][CH:12]=2)[C:3]=1[C:4]#[N:5].Cl.[C:18]([NH2:26])(=[NH:25])[C:19]1[CH:24]=[CH:23][CH:22]=[CH:21][CH:20]=1.C([O-])(=O)C.[Na+], predict the reaction product. (6) Given the reactants Cl[C:2]1[CH:7]=[C:6]([O:8][CH3:9])[N:5]=[C:4]([S:10][CH2:11][C:12]2[CH:17]=[CH:16][CH:15]=[C:14]([F:18])[C:13]=2[F:19])[N:3]=1.[C:20]([Si:24]([C:40]1[CH:45]=[CH:44][CH:43]=[CH:42][CH:41]=1)([C:34]1[CH:39]=[CH:38][CH:37]=[CH:36][CH:35]=1)[O:25][CH:26]1[CH2:29][N:28]([S:30]([NH2:33])(=[O:32])=[O:31])[CH2:27]1)([CH3:23])([CH3:22])[CH3:21].[CH:46]1(P(C2CCCCC2)C2C=CC=CC=2C2C(C(C)C)=CC(C(C)C)=CC=2C(C)C)CCCCC1.C(=O)([O-])[O-].[Cs+].[Cs+], predict the reaction product. The product is: [Si:24]([O:25][CH:26]1[CH2:27][N:28]([S:30]([NH:33][C:2]2[CH:7]=[C:6]([O:8][CH2:9][CH3:46])[N:5]=[C:4]([S:10][CH2:11][C:12]3[CH:17]=[CH:16][CH:15]=[C:14]([F:18])[C:13]=3[F:19])[N:3]=2)(=[O:31])=[O:32])[CH2:29]1)([C:20]([CH3:23])([CH3:21])[CH3:22])([C:34]1[CH:35]=[CH:36][CH:37]=[CH:38][CH:39]=1)[C:40]1[CH:45]=[CH:44][CH:43]=[CH:42][CH:41]=1.